From a dataset of Catalyst prediction with 721,799 reactions and 888 catalyst types from USPTO. Predict which catalyst facilitates the given reaction. Reactant: [NH:1]1[C:10]2[C:5](=[CH:6][CH:7]=[C:8]([CH:11]3[CH2:16][CH2:15][N:14]([C:17]4[N:22]=[CH:21][N:20]=[C:19]([NH:23][CH2:24][C@@H:25]([C:37]([O:39]C(C)(C)C)=[O:38])[NH:26][C:27]([O:29][CH2:30][C:31]5[CH:36]=[CH:35][CH:34]=[CH:33][CH:32]=5)=[O:28])[C:18]=4[CH3:44])[CH2:13][CH2:12]3)[N:9]=2)[CH2:4][CH2:3][CH2:2]1.FC(F)(F)C(O)=O.C1(C)C=CC=CC=1. Product: [NH:1]1[C:10]2[C:5](=[CH:6][CH:7]=[C:8]([CH:11]3[CH2:12][CH2:13][N:14]([C:17]4[N:22]=[CH:21][N:20]=[C:19]([NH:23][CH2:24][C@@H:25]([C:37]([OH:39])=[O:38])[NH:26][C:27]([O:29][CH2:30][C:31]5[CH:32]=[CH:33][CH:34]=[CH:35][CH:36]=5)=[O:28])[C:18]=4[CH3:44])[CH2:15][CH2:16]3)[N:9]=2)[CH2:4][CH2:3][CH2:2]1. The catalyst class is: 4.